This data is from Reaction yield outcomes from USPTO patents with 853,638 reactions. The task is: Predict the reaction yield, written as a fraction of the theoretical maximum amount of product (1.0 means a 100% yield; for example, 0.34 means a 34% yield). (1) The reactants are CO[C:3](=[O:25])[CH:4]([C:11]1[CH:16]=[CH:15][C:14]([S:17]([CH3:20])(=[O:19])=[O:18])=[C:13]([C:21]([F:24])([F:23])[F:22])[CH:12]=1)[CH2:5][CH:6]1[CH2:10][CH2:9][CH2:8][CH2:7]1.[NH2:26][C:27]1[S:28][CH:29]=[CH:30][N:31]=1.C[O-].[Mg+2].C[O-].CO. No catalyst specified. The product is [CH:6]1([CH2:5][CH:4]([C:11]2[CH:16]=[CH:15][C:14]([S:17]([CH3:20])(=[O:19])=[O:18])=[C:13]([C:21]([F:22])([F:24])[F:23])[CH:12]=2)[C:3]([NH:26][C:27]2[S:28][CH:29]=[CH:30][N:31]=2)=[O:25])[CH2:7][CH2:8][CH2:9][CH2:10]1. The yield is 0.551. (2) The reactants are [Cl:1][C:2]1[C:3]([OH:38])=[C:4]([S:9]([N:12]([CH2:30][C:31]2[CH:36]=[CH:35][C:34]([F:37])=[CH:33][CH:32]=2)[CH2:13][C:14]2[CH:19]=[CH:18][C:17]([CH2:20][NH:21][CH2:22][C:23]3[CH:28]=[CH:27][C:26]([F:29])=[CH:25][CH:24]=3)=[CH:16][CH:15]=2)(=[O:11])=[O:10])[CH:5]=[C:6]([Cl:8])[CH:7]=1.[Cl:39][C:40]1[CH:41]=[C:42]([S:47](Cl)(=[O:49])=[O:48])[CH:43]=[C:44]([Cl:46])[CH:45]=1.C(N(C(C)C)CC)(C)C. The catalyst is C(Cl)Cl. The product is [Cl:1][C:2]1[C:3]([OH:38])=[C:4]([S:9]([N:12]([CH2:13][C:14]2[CH:19]=[CH:18][C:17]([CH2:20][N:21]([CH2:22][C:23]3[CH:28]=[CH:27][C:26]([F:29])=[CH:25][CH:24]=3)[S:47]([C:42]3[CH:41]=[C:40]([Cl:39])[CH:45]=[C:44]([Cl:46])[CH:43]=3)(=[O:49])=[O:48])=[CH:16][CH:15]=2)[CH2:30][C:31]2[CH:32]=[CH:33][C:34]([F:37])=[CH:35][CH:36]=2)(=[O:10])=[O:11])[CH:5]=[C:6]([Cl:8])[CH:7]=1. The yield is 0.120. (3) No catalyst specified. The reactants are [OH:1][C@@H:2]([C:31]1[S:32][CH:33]=[C:34]([C:36]([NH:38][C@@H:39]([CH2:46][C:47]2[CH:52]=[CH:51][CH:50]=[CH:49][CH:48]=2)[CH2:40][C@H:41]([CH3:45])[C:42]([OH:44])=[O:43])=[O:37])[N:35]=1)[CH2:3][C@H:4]([C:23]1[CH:28]=[CH:27][C:26]([O:29][CH3:30])=[CH:25][CH:24]=1)[NH:5][C:6](=[O:22])[C@@H:7]([NH:12][C:13]([C@H:15]1[CH2:20][CH2:19][CH2:18][CH2:17][N:16]1[CH3:21])=[O:14])[C@@H:8]([CH3:11])[CH2:9][CH3:10].[C:53](OC(=O)C)(=[O:55])[CH3:54]. The yield is 0.960. The product is [C:53]([O:1][C@@H:2]([C:31]1[S:32][CH:33]=[C:34]([C:36]([NH:38][C@@H:39]([CH2:46][C:47]2[CH:52]=[CH:51][CH:50]=[CH:49][CH:48]=2)[CH2:40][C@H:41]([CH3:45])[C:42]([OH:44])=[O:43])=[O:37])[N:35]=1)[CH2:3][C@H:4]([C:23]1[CH:28]=[CH:27][C:26]([O:29][CH3:30])=[CH:25][CH:24]=1)[NH:5][C:6](=[O:22])[C@@H:7]([NH:12][C:13]([C@H:15]1[CH2:20][CH2:19][CH2:18][CH2:17][N:16]1[CH3:21])=[O:14])[C@@H:8]([CH3:11])[CH2:9][CH3:10])(=[O:55])[CH3:54]. (4) The reactants are [Cl:1][C:2]1[CH:7]=[CH:6][C:5]([C:8]2[C:12]([CH2:13][O:14][C:15]3[CH:23]=[CH:22][C:18]([C:19]([OH:21])=O)=[CH:17][N:16]=3)=[C:11]([CH3:24])[O:10][N:9]=2)=[CH:4][CH:3]=1.[NH2:25][C@H:26]([CH2:28][OH:29])[CH3:27]. No catalyst specified. The product is [Cl:1][C:2]1[CH:3]=[CH:4][C:5]([C:8]2[C:12]([CH2:13][O:14][C:15]3[CH:23]=[CH:22][C:18]([C:19]([NH:25][C@@H:26]([CH3:27])[CH2:28][OH:29])=[O:21])=[CH:17][N:16]=3)=[C:11]([CH3:24])[O:10][N:9]=2)=[CH:6][CH:7]=1. The yield is 0.940.